Dataset: Full USPTO retrosynthesis dataset with 1.9M reactions from patents (1976-2016). Task: Predict the reactants needed to synthesize the given product. (1) Given the product [I:25][CH2:28][CH2:29][CH2:30][N:31]([CH:41]([CH3:43])[CH3:42])[S:32]([C:35]1[CH:40]=[CH:39][CH:38]=[CH:37][CH:36]=1)(=[O:34])=[O:33], predict the reactants needed to synthesize it. The reactants are: C1(P(C2C=CC=CC=2)C2C=CC=CC=2)C=CC=CC=1.N1C=CN=C1.[I:25]I.O[CH2:28][CH2:29][CH2:30][N:31]([CH:41]([CH3:43])[CH3:42])[S:32]([C:35]1[CH:40]=[CH:39][CH:38]=[CH:37][CH:36]=1)(=[O:34])=[O:33]. (2) Given the product [Br:24][C:16]1[CH:15]=[C:14]2[C:19](=[CH:18][CH:17]=1)[N:11]([C:9]([C:4]1[CH:5]=[CH:6][C:7]([Cl:8])=[C:2]([Cl:1])[CH:3]=1)=[O:10])[CH2:12][CH2:13]2, predict the reactants needed to synthesize it. The reactants are: [Cl:1][C:2]1[CH:3]=[C:4]([C:9]([N:11]2[C:19]3[C:14](=[CH:15][CH:16]=[CH:17][CH:18]=3)[CH2:13][CH2:12]2)=[O:10])[CH:5]=[CH:6][C:7]=1[Cl:8].CC(O)=O.[Br:24]Br.OS([O-])=O.[Na+]. (3) Given the product [Br:1][C:2]1[CH:3]=[C:4]([OH:11])[CH:5]=[CH:6][C:7]=1[SH:8], predict the reactants needed to synthesize it. The reactants are: [Br:1][C:2]1[CH:3]=[C:4]([OH:11])[CH:5]=[CH:6][C:7]=1[S:8]C#N.O.O.O.O.O.O.O.O.O.[S-2].[Na+].[Na+].C(O)(=O)C.